This data is from Reaction yield outcomes from USPTO patents with 853,638 reactions. The task is: Predict the reaction yield, written as a fraction of the theoretical maximum amount of product (1.0 means a 100% yield; for example, 0.34 means a 34% yield). (1) The reactants are [Br:1][C:2]1[CH:7]=[CH:6][C:5]([C:8](=[CH2:15])[CH2:9][CH:10]2[O:14][CH2:13][CH2:12][O:11]2)=[C:4]([F:16])[CH:3]=1.[H][H]. The catalyst is C(OCC)(=O)C.[C].[Pd]. The product is [Br:1][C:2]1[CH:7]=[CH:6][C:5]([CH:8]([CH3:15])[CH2:9][CH:10]2[O:11][CH2:12][CH2:13][O:14]2)=[C:4]([F:16])[CH:3]=1. The yield is 1.00. (2) The reactants are [Cl:1][C:2]1[CH:11]=[C:10]2[C:5]([CH2:6][CH2:7][CH2:8][CH:9]2[NH:12][O:13][CH3:14])=[CH:4][CH:3]=1.C(N(CC)CC)C.[F:22][CH:23]([F:33])[C:24]1[C:28]([C:29](Cl)=[O:30])=[CH:27][N:26]([CH3:32])[N:25]=1. The catalyst is ClCCl.O. The product is [Cl:1][C:2]1[CH:11]=[C:10]2[C:5]([CH2:6][CH2:7][CH2:8][CH:9]2[N:12]([O:13][CH3:14])[C:29]([C:28]2[C:24]([CH:23]([F:33])[F:22])=[N:25][N:26]([CH3:32])[CH:27]=2)=[O:30])=[CH:4][CH:3]=1. The yield is 0.910. (3) The reactants are [Li]CCCC.[CH2:6]([OH:13])[C:7]1[CH:12]=[CH:11][CH:10]=[CH:9][CH:8]=1.CS(C)=O.Cl[CH:19]([B:21]([OH:23])[OH:22])[CH3:20].OC(C(O)(C)C)(C)C.Cl.[C@@:33]12([OH:44])[CH2:41][CH:37]([C:38]1([CH3:40])[CH3:39])[CH2:36][CH2:35][C:34]2([OH:43])[CH3:42]. The catalyst is C1COCC1. The product is [CH2:6]([O:13][CH:19]([B:21]([OH:23])[OH:22])[CH3:20])[C:7]1[CH:12]=[CH:11][CH:10]=[CH:9][CH:8]=1.[C:33]12([OH:44])[CH2:41][CH:37]([C:38]1([CH3:40])[CH3:39])[CH2:36][CH2:35][C:34]2([OH:43])[CH3:42]. The yield is 0.770.